Dataset: NCI-60 drug combinations with 297,098 pairs across 59 cell lines. Task: Regression. Given two drug SMILES strings and cell line genomic features, predict the synergy score measuring deviation from expected non-interaction effect. (1) Drug 1: C1CCC(C(C1)N)N.C(=O)(C(=O)[O-])[O-].[Pt+4]. Drug 2: COCCOC1=C(C=C2C(=C1)C(=NC=N2)NC3=CC=CC(=C3)C#C)OCCOC.Cl. Cell line: HOP-92. Synergy scores: CSS=16.4, Synergy_ZIP=-4.53, Synergy_Bliss=1.40, Synergy_Loewe=-1.83, Synergy_HSA=-0.517. (2) Drug 1: COC1=C(C=C2C(=C1)N=CN=C2NC3=CC(=C(C=C3)F)Cl)OCCCN4CCOCC4. Drug 2: C1=CC(=C2C(=C1NCCNCCO)C(=O)C3=C(C=CC(=C3C2=O)O)O)NCCNCCO. Cell line: NCI-H322M. Synergy scores: CSS=58.3, Synergy_ZIP=3.22, Synergy_Bliss=2.93, Synergy_Loewe=6.73, Synergy_HSA=8.44. (3) Drug 1: C1=CN(C=N1)CC(O)(P(=O)(O)O)P(=O)(O)O. Drug 2: CN(CC1=CN=C2C(=N1)C(=NC(=N2)N)N)C3=CC=C(C=C3)C(=O)NC(CCC(=O)O)C(=O)O. Cell line: LOX IMVI. Synergy scores: CSS=44.4, Synergy_ZIP=1.42, Synergy_Bliss=0.252, Synergy_Loewe=-10.2, Synergy_HSA=2.30. (4) Drug 1: CNC(=O)C1=NC=CC(=C1)OC2=CC=C(C=C2)NC(=O)NC3=CC(=C(C=C3)Cl)C(F)(F)F. Drug 2: CN(CCCl)CCCl.Cl. Cell line: SNB-19. Synergy scores: CSS=19.1, Synergy_ZIP=-0.00747, Synergy_Bliss=1.46, Synergy_Loewe=-15.7, Synergy_HSA=-8.14.